From a dataset of Full USPTO retrosynthesis dataset with 1.9M reactions from patents (1976-2016). Predict the reactants needed to synthesize the given product. Given the product [CH3:31][O:32][C:21](=[O:38])[C:22]1[CH:23]=[CH:24][CH:25]=[CH:26][C:27]=1[O:8][C:5]1[N:6]=[CH:7][C:2]([Br:1])=[CH:3][N:4]=1, predict the reactants needed to synthesize it. The reactants are: [Br:1][C:2]1[CH:3]=[N:4][C:5]([O:8]N2C3=NC=CC=C3N=N2)=[N:6][CH:7]=1.C([CH2:21][C:22]1[CH:27]=[CH:26][CH:25]=[CH:24][C:23]=1B(O)O)(O)=O.[C:31]([O-])([O-])=[O:32].[Cs+].[Cs+].C[O:38]CCOC.